Dataset: CYP1A2 inhibition data for predicting drug metabolism from PubChem BioAssay. Task: Regression/Classification. Given a drug SMILES string, predict its absorption, distribution, metabolism, or excretion properties. Task type varies by dataset: regression for continuous measurements (e.g., permeability, clearance, half-life) or binary classification for categorical outcomes (e.g., BBB penetration, CYP inhibition). Dataset: cyp1a2_veith. (1) The compound is COc1ccc(CNc2ncncc2-c2cccc(C#N)c2)c(OC)c1. The result is 1 (inhibitor). (2) The result is 0 (non-inhibitor). The drug is COc1ccc(CCn2c3c(c(=O)[nH]c2=O)C(NC(=O)c2cccs2)(C(F)(F)F)C(=O)N3)cc1OC. (3) The drug is NCCCCC(=O)O. The result is 0 (non-inhibitor). (4) The molecule is Clc1ccc(CSCCc2ccncc2)cc1Cl. The result is 1 (inhibitor).